From a dataset of Reaction yield outcomes from USPTO patents with 853,638 reactions. Predict the reaction yield, written as a fraction of the theoretical maximum amount of product (1.0 means a 100% yield; for example, 0.34 means a 34% yield). (1) The reactants are [C:1]([C:3]1[CH:4]=[C:5]([CH2:9][N:10]2[C:15]([OH:16])=[C:14]([C:17]([NH:19][CH2:20][C:21]([O:23]CC)=[O:22])=[O:18])[C:13](=[O:26])[N:12]([CH2:27][C:28]3[CH:33]=[CH:32][CH:31]=[CH:30][CH:29]=3)[C:11]2=[O:34])[CH:6]=[CH:7][CH:8]=1)#[N:2].[OH-].[Na+]. The catalyst is CO. The product is [C:1]([C:3]1[CH:4]=[C:5]([CH2:9][N:10]2[C:15]([OH:16])=[C:14]([C:17]([NH:19][CH2:20][C:21]([OH:23])=[O:22])=[O:18])[C:13](=[O:26])[N:12]([CH2:27][C:28]3[CH:29]=[CH:30][CH:31]=[CH:32][CH:33]=3)[C:11]2=[O:34])[CH:6]=[CH:7][CH:8]=1)#[N:2]. The yield is 0.200. (2) The reactants are [CH2:1]([O:3][C:4](=[O:18])[C:5]1[CH:10]=[C:9]([O:11][CH2:12][CH3:13])[C:8]([NH2:14])=[C:7]([O:15][CH2:16][CH3:17])[CH:6]=1)[CH3:2].C(O)(=O)C.CO[CH:25]1[CH2:29][CH2:28][CH:27](OC)O1. The catalyst is CCCCCCC. The product is [CH2:1]([O:3][C:4](=[O:18])[C:5]1[CH:10]=[C:9]([O:11][CH2:12][CH3:13])[C:8]([N:14]2[CH:25]=[CH:29][CH:28]=[CH:27]2)=[C:7]([O:15][CH2:16][CH3:17])[CH:6]=1)[CH3:2]. The yield is 0.820. (3) The reactants are [F:1][C:2]([F:17])([F:16])[C:3]1[CH:8]=[CH:7][C:6]([N:9]2[CH2:13][CH2:12][CH:11](NC)[CH2:10]2)=[CH:5][CH:4]=1.[CH2:18]([N:20]([CH2:31][C:32]([OH:34])=O)[S:21]([C:24]1[CH:29]=[CH:28][C:27]([F:30])=[CH:26][CH:25]=1)(=[O:23])=[O:22])[CH3:19].[CH3:35][N:36](C(ON1N=NC2C=CC=NC1=2)=[N+](C)C)C.F[P-](F)(F)(F)(F)F.C(N(CC)C(C)C)(C)C.OS([O-])(=O)=O.[K+]. The catalyst is ClCCl. The product is [CH2:18]([N:20]([S:21]([C:24]1[CH:29]=[CH:28][C:27]([F:30])=[CH:26][CH:25]=1)(=[O:23])=[O:22])[CH2:31][C:32]([NH:36][CH2:35][CH:11]1[CH2:12][CH2:13][N:9]([C:6]2[CH:5]=[CH:4][C:3]([C:2]([F:1])([F:16])[F:17])=[CH:8][CH:7]=2)[CH2:10]1)=[O:34])[CH3:19]. The yield is 0.160. (4) The reactants are [C:1]([O:5][C:6](=[O:17])[C:7]([C:9]1[C:10]([F:16])=[N:11][C:12]([F:15])=[CH:13][CH:14]=1)=O)([CH3:4])([CH3:3])[CH3:2].[C:18]([NH:22][NH2:23])([CH3:21])([CH3:20])[CH3:19].C(N(CC)CC)C. The catalyst is CCO. The product is [C:1]([O:5][C:6](=[O:17])[C:7](=[N:23][NH:22][C:18]([CH3:21])([CH3:20])[CH3:19])[C:9]1[C:10]([F:16])=[N:11][C:12]([F:15])=[CH:13][CH:14]=1)([CH3:4])([CH3:3])[CH3:2]. The yield is 0.220.